Dataset: Full USPTO retrosynthesis dataset with 1.9M reactions from patents (1976-2016). Task: Predict the reactants needed to synthesize the given product. (1) Given the product [O:1]=[C:2]1[N:8]([CH:9]2[CH2:10][CH2:11][N:12]([C:15]([O:17][C@H:18]([CH2:38][C:39]3[CH:44]=[C:43]([CH3:45])[C:42]([OH:46])=[C:41]([CH3:47])[CH:40]=3)[C:19]([N:21]3[CH2:22][CH2:23][CH:24]([CH:27]4[CH2:32][CH2:31][N:30]([CH2:33][CH2:34][C:35]([O:37][CH2:53][C:54](=[O:55])[N:56]([CH3:58])[CH3:57])=[O:36])[CH2:29][CH2:28]4)[CH2:25][CH2:26]3)=[O:20])=[O:16])[CH2:13][CH2:14]2)[CH2:7][CH2:6][C:5]2[CH:48]=[CH:49][CH:50]=[CH:51][C:4]=2[NH:3]1, predict the reactants needed to synthesize it. The reactants are: [O:1]=[C:2]1[N:8]([CH:9]2[CH2:14][CH2:13][N:12]([C:15]([O:17][C@H:18]([CH2:38][C:39]3[CH:44]=[C:43]([CH3:45])[C:42]([OH:46])=[C:41]([CH3:47])[CH:40]=3)[C:19]([N:21]3[CH2:26][CH2:25][CH:24]([CH:27]4[CH2:32][CH2:31][N:30]([CH2:33][CH2:34][C:35]([OH:37])=[O:36])[CH2:29][CH2:28]4)[CH2:23][CH2:22]3)=[O:20])=[O:16])[CH2:11][CH2:10]2)[CH2:7][CH2:6][C:5]2[CH:48]=[CH:49][CH:50]=[CH:51][C:4]=2[NH:3]1.O[CH2:53][C:54]([N:56]([CH3:58])[CH3:57])=[O:55]. (2) Given the product [Cl:1][C:2]1[N:10]=[C:9]([C:11]([F:14])([F:13])[F:12])[CH:8]=[CH:7][C:3]=1[C:4]([N:17]([O:18][CH3:19])[CH3:16])=[O:5], predict the reactants needed to synthesize it. The reactants are: [Cl:1][C:2]1[N:10]=[C:9]([C:11]([F:14])([F:13])[F:12])[CH:8]=[CH:7][C:3]=1[C:4](O)=[O:5].Cl.[CH3:16][NH:17][O:18][CH3:19].CN1CCOCC1.Cl.CN(C)CCCN=C=NCC. (3) Given the product [CH2:25]([C:22]1[C:23](=[O:24])[N:18]([C:14]2[CH:15]=[CH:16][CH:17]=[C:12]([NH:11][C:9](=[O:10])[C:8]3[CH:36]=[CH:37][C:5]([OH:4])=[CH:6][CH:7]=3)[CH:13]=2)[C:19]2[N:35]=[CH:34][CH:33]=[CH:32][C:20]=2[N:21]=1)[C:26]1[CH:31]=[CH:30][CH:29]=[CH:28][CH:27]=1, predict the reactants needed to synthesize it. The reactants are: C([O:4][C:5]1[CH:37]=[CH:36][C:8]([C:9]([NH:11][C:12]2[CH:13]=[C:14]([N:18]3[C:23](=[O:24])[C:22]([CH2:25][C:26]4[CH:31]=[CH:30][CH:29]=[CH:28][CH:27]=4)=[N:21][C:20]4[CH:32]=[CH:33][CH:34]=[N:35][C:19]3=4)[CH:15]=[CH:16][CH:17]=2)=[O:10])=[CH:7][CH:6]=1)(=O)C.C(=O)([O-])[O-].[K+].[K+].C(OCC)(=O)C. (4) Given the product [Si:28]([O:19][CH2:18][C@H:17]1[O:20][C@@H:12]([N:11]2[CH:21]=[C:7]([I:6])[C:8](=[O:23])[NH:9][C:10]2=[O:22])[C@H:13]([OH:14])[C@@H:15]1[OH:16])([C:24]([CH3:27])([CH3:26])[CH3:25])([CH3:31])[CH3:30], predict the reactants needed to synthesize it. The reactants are: N1C=CN=C1.[I:6][C:7]1[C:8](=[O:23])[NH:9][C:10](=[O:22])[N:11]([CH:21]=1)[C@@H:12]1[O:20][C@H:17]([CH2:18][OH:19])[C@@H:15]([OH:16])[C@H:13]1[OH:14].[C:24]([Si:28]([CH3:31])([CH3:30])Cl)([CH3:27])([CH3:26])[CH3:25].Cl. (5) The reactants are: [CH2:1]([O:8][C:9]([N:11]1[CH2:16][CH2:15][CH:14]([C:17]([OH:19])=O)[CH2:13][CH2:12]1)=[O:10])[C:2]1[CH:7]=[CH:6][CH:5]=[CH:4][CH:3]=1.C(Cl)(=O)C([Cl:23])=O. Given the product [Cl:23][C:17]([CH:14]1[CH2:15][CH2:16][N:11]([C:9]([O:8][CH2:1][C:2]2[CH:7]=[CH:6][CH:5]=[CH:4][CH:3]=2)=[O:10])[CH2:12][CH2:13]1)=[O:19], predict the reactants needed to synthesize it.